Dataset: Full USPTO retrosynthesis dataset with 1.9M reactions from patents (1976-2016). Task: Predict the reactants needed to synthesize the given product. (1) Given the product [CH2:1]([O:3][C:4]([N:6]1[CH2:11][CH2:10][C:9](=[O:12])[CH:8]([O:16][CH2:17][CH3:18])[CH2:7]1)=[O:5])[CH3:2], predict the reactants needed to synthesize it. The reactants are: [CH2:1]([O:3][C:4]([N:6]1[CH2:11][CH2:10][C:9](OC)([O:12]C)[CH:8]([O:16][CH2:17][CH3:18])[CH2:7]1)=[O:5])[CH3:2].S(=O)(=O)(O)O. (2) Given the product [CH:7]([N:8]1[CH2:9][CH:10]([NH:12][NH2:13])[CH2:11]1)([C:21]1[CH:26]=[CH:25][CH:24]=[CH:23][CH:22]=1)[C:1]1[CH:6]=[CH:5][CH:4]=[CH:3][CH:2]=1, predict the reactants needed to synthesize it. The reactants are: [C:1]1([CH:7]([C:21]2[CH:26]=[CH:25][CH:24]=[CH:23][CH:22]=2)[N:8]2[CH2:11][CH:10]([NH:12][NH:13]C(OC(C)(C)C)=O)[CH2:9]2)[CH:6]=[CH:5][CH:4]=[CH:3][CH:2]=1.Cl. (3) The reactants are: [CH:1]([Si:4]([CH:44]([CH3:46])[CH3:45])([CH:41]([CH3:43])[CH3:42])[N:5]1[C:13]2[C:8](=[C:9]([C:14]3[CH:19]=[CH:18][N:17]=[C:16]4[N:20]([CH2:33][O:34][CH2:35][CH2:36][Si:37]([CH3:40])([CH3:39])[CH3:38])[C:21]([C:23]5[CH:24]=[C:25]([S:29]([NH2:32])(=[O:31])=[O:30])[CH:26]=[CH:27][CH:28]=5)=[CH:22][C:15]=34)[CH:10]=[CH:11][CH:12]=2)[CH:7]=[CH:6]1)([CH3:3])[CH3:2].C([O-])([O-])=O.[Cs+].[Cs+].[CH2:53](Br)[C:54]1[CH:59]=[CH:58][CH:57]=[CH:56][CH:55]=1. Given the product [CH2:53]([NH:32][S:29]([C:25]1[CH:26]=[CH:27][CH:28]=[C:23]([C:21]2[N:20]([CH2:33][O:34][CH2:35][CH2:36][Si:37]([CH3:40])([CH3:39])[CH3:38])[C:16]3=[N:17][CH:18]=[CH:19][C:14]([C:9]4[CH:10]=[CH:11][CH:12]=[C:13]5[C:8]=4[CH:7]=[CH:6][N:5]5[Si:4]([CH:1]([CH3:3])[CH3:2])([CH:41]([CH3:43])[CH3:42])[CH:44]([CH3:46])[CH3:45])=[C:15]3[CH:22]=2)[CH:24]=1)(=[O:30])=[O:31])[C:54]1[CH:59]=[CH:58][CH:57]=[CH:56][CH:55]=1, predict the reactants needed to synthesize it. (4) Given the product [F:14][C:13]1[C:8]2[S:7][CH:6]=[C:5]([CH2:4][C:3]([OH:18])=[O:2])[C:9]=2[C:10]([CH3:17])=[CH:11][C:12]=1[OH:15], predict the reactants needed to synthesize it. The reactants are: C[O:2][C:3](=[O:18])[CH2:4][C:5]1[C:9]2[C:10]([CH3:17])=[CH:11][C:12]([O:15]C)=[C:13]([F:14])[C:8]=2[S:7][CH:6]=1.CN(C=O)C.CC([S-])(C)C.[Na+]. (5) Given the product [C:1]([O:5][C:6](=[O:26])[N:7]([C:9]1[CH:14]=[C:13]([O:15][C:16]2[CH:21]=[CH:20][CH:19]=[C:18]([NH:22][CH:28]([CH3:30])[CH3:27])[CH:17]=2)[CH:12]=[CH:11][C:10]=1[N+:23]([O-:25])=[O:24])[CH3:8])([CH3:4])([CH3:2])[CH3:3], predict the reactants needed to synthesize it. The reactants are: [C:1]([O:5][C:6](=[O:26])[N:7]([C:9]1[CH:14]=[C:13]([O:15][C:16]2[CH:21]=[CH:20][CH:19]=[C:18]([NH2:22])[CH:17]=2)[CH:12]=[CH:11][C:10]=1[N+:23]([O-:25])=[O:24])[CH3:8])([CH3:4])([CH3:3])[CH3:2].[CH3:27][C:28]([CH3:30])=O.C(O)(=O)C.C(O[BH-](OC(=O)C)OC(=O)C)(=O)C.[Na+]. (6) Given the product [CH3:45][C:21]1[CH:22]=[C:23]([O:26][C:27]2[CH:32]=[CH:31][CH:30]=[C:29]([O:33][C:34]3[CH:39]=[CH:38][C:37]([C:40]([F:42])([F:43])[F:41])=[CH:36][C:35]=3[C:5]3[CH:6]=[CH:7][CH:8]=[CH:9][C:4]=3[O:3][C:2]([F:14])([F:13])[F:1])[CH:28]=2)[CH:24]=[CH:25][C:20]=1[CH2:19][CH2:18][C:17]([OH:46])=[O:16], predict the reactants needed to synthesize it. The reactants are: [F:1][C:2]([F:14])([F:13])[O:3][C:4]1[CH:9]=[CH:8][CH:7]=[CH:6][C:5]=1B(O)O.C[O:16][C:17](=[O:46])[CH2:18][CH2:19][C:20]1[CH:25]=[CH:24][C:23]([O:26][C:27]2[CH:32]=[CH:31][CH:30]=[C:29]([O:33][C:34]3[CH:39]=[CH:38][C:37]([C:40]([F:43])([F:42])[F:41])=[CH:36][C:35]=3Br)[CH:28]=2)=[CH:22][C:21]=1[CH3:45]. (7) Given the product [Cl:41][C:40]1[CH:39]=[CH:38][C:35]([CH2:36][N:10]([C:50]([NH:63][CH:62]([C:61]([OH:60])=[O:73])[CH2:23][C:22]2[CH:21]=[CH:20][C:19]([Cl:58])=[CH:28][CH:27]=2)=[O:51])[NH:9][C:7]([C:4]2[CH:5]=[CH:6][C:1]([C:11]3[CH:12]=[CH:13][CH:14]=[CH:15][CH:16]=3)=[CH:2][CH:3]=2)=[O:8])=[CH:34][C:33]=1[C:32]([F:43])([F:42])[F:31], predict the reactants needed to synthesize it. The reactants are: [C:1]1([C:11]2[CH:16]=[CH:15][CH:14]=[CH:13][CH:12]=2)[CH:6]=[CH:5][C:4]([C:7]([NH:9][NH2:10])=[O:8])=[CH:3][CH:2]=1.FC(F)(F)[C:19]1[CH:28]=[CH:27][C:22]([C:23](NN)=O)=[CH:21][CH:20]=1.[F:31][C:32]([F:43])([F:42])[C:33]1[CH:34]=[C:35]([CH:38]=[CH:39][C:40]=1[Cl:41])[CH:36]=O.C1(C2C=CC=CC=2)C=CC([CH:50]=[O:51])=CC=1.[ClH:58].C[O:60][C:61](=[O:73])[C@H:62](CSCC1C=CC=CC=1)[NH2:63].